From a dataset of Experimentally validated miRNA-target interactions with 360,000+ pairs, plus equal number of negative samples. Binary Classification. Given a miRNA mature sequence and a target amino acid sequence, predict their likelihood of interaction. The miRNA is mmu-miR-346-5p with sequence UGUCUGCCCGAGUGCCUGCCUCU. The protein sequence of the target gene is MWGSGELLVAWFLVLAADGTTEHVYRPSRRVCTVGISGGSISETFVQRVYQPYLTTCDGHRACSTYRTIYRTAYRRSPGVTPARPRYACCPGWKRTSGLPGACGAAICQPPCGNGGSCIRPGHCRCPVGWQGDTCQTDVDECSTGEASCPQRCVNTVGSYWCQGWEGQSPSADGTRCLSKEGPSPVAPNPTAGVDSMAREEVYRLQARVDVLEQKLQLVLAPLHSLASRSTEHGLQDPGSLLAHSFQQLDRIDSLSEQVSFLEEHLGSCSCKKDL. Result: 0 (no interaction).